Dataset: Full USPTO retrosynthesis dataset with 1.9M reactions from patents (1976-2016). Task: Predict the reactants needed to synthesize the given product. (1) Given the product [C:28]([O:14][C@H:12]1[CH2:13][C@@H:9]([O:8][CH2:1][C:2]2[CH:3]=[CH:4][CH:5]=[CH:6][CH:7]=2)[CH2:10][C@@H:11]1[C:15]1[N:19]([CH3:20])[N:18]=[CH:17][CH:16]=1)(=[O:35])[C:29]1[CH:34]=[CH:33][CH:32]=[CH:31][CH:30]=1, predict the reactants needed to synthesize it. The reactants are: [CH2:1]([O:8][C@@H:9]1[CH2:13][C@H:12]([OH:14])[C@@H:11]([C:15]2[N:19]([CH3:20])[N:18]=[CH:17][CH:16]=2)[CH2:10]1)[C:2]1[CH:7]=[CH:6][CH:5]=[CH:4][CH:3]=1.C(N(CC)CC)C.[C:28](Cl)(=[O:35])[C:29]1[CH:34]=[CH:33][CH:32]=[CH:31][CH:30]=1.O. (2) Given the product [CH3:2][CH2:3][CH2:4][CH:5]([CH3:20])[CH3:6].[CH3:20][C:5]1[CH:4]=[CH:3][C:2]([B:30]([OH:31])[OH:29])=[CH:7][C:6]=1[CH:8]1[C:13](=[O:14])[C:12]([CH3:16])([CH3:15])[O:11][C:10]([CH3:18])([CH3:17])[C:9]1=[O:19], predict the reactants needed to synthesize it. The reactants are: Br[C:2]1[CH:3]=[CH:4][C:5]([CH3:20])=[C:6]([CH:8]2[C:13](=[O:14])[C:12]([CH3:16])([CH3:15])[O:11][C:10]([CH3:18])([CH3:17])[C:9]2=[O:19])[CH:7]=1.[H-].[Na+].C([Li])CCC.C[O:29][B:30](OC)[O:31]C. (3) Given the product [F:1][C:2]1[CH:3]=[CH:4][C:5]([C:8]2[CH:9]=[CH:10][C:11]([C:14]([OH:16])=[O:17])=[CH:12][CH:13]=2)=[CH:6][CH:7]=1, predict the reactants needed to synthesize it. The reactants are: [F:1][C:2]1[CH:7]=[CH:6][C:5]([C:8]2[CH:13]=[CH:12][C:11]([C:14](=[O:16])C)=[CH:10][CH:9]=2)=[CH:4][CH:3]=1.[O:17](Br)[Na].C(O)(=O)C.C1(C2C=CC=CC=2)C=CC=CC=1.S(S([O-])=O)([O-])(=O)=O.[Na+].[Na+]. (4) Given the product [Cl:5][C:6]1[CH:11]=[C:10]([CH2:12][C:13]([O:15][CH3:16])=[O:14])[CH:9]=[CH:8][C:7]=1[C:17]1[CH:22]=[CH:21][C:20]([OH:23])=[CH:19][CH:18]=1, predict the reactants needed to synthesize it. The reactants are: B(Cl)(Cl)Cl.[Cl:5][C:6]1[CH:11]=[C:10]([CH2:12][C:13]([O:15][CH3:16])=[O:14])[CH:9]=[CH:8][C:7]=1[C:17]1[CH:22]=[CH:21][C:20]([O:23]C)=[CH:19][CH:18]=1. (5) The reactants are: [CH:1]1([S:4]([C:7]2[CH:12]=[CH:11][C:10]([CH:13]([C:21]3[NH:25][C:24]([C:26]4[N:31]=[CH:30][C:29]([CH:32]([OH:35])[CH2:33][OH:34])=[CH:28][CH:27]=4)=[CH:23][CH:22]=3)[CH2:14][CH:15]3[CH2:20][CH2:19][O:18][CH2:17][CH2:16]3)=[CH:9][CH:8]=2)(=[O:6])=[O:5])[CH2:3][CH2:2]1.[C:36]([O:40][C:41]([NH:43][CH2:44][C:45](O)=[O:46])=[O:42])([CH3:39])([CH3:38])[CH3:37].Cl.C(N=C=NCCCN(C)C)C.ON1C2C=CC=CC=2N=N1.CN1CCOCC1. Given the product [C:36]([O:40][C:41]([NH:43][CH2:44][C:45]([O:34][CH2:33][CH:32]([C:29]1[CH:30]=[N:31][C:26]([C:24]2[NH:25][C:21]([CH:13]([C:10]3[CH:9]=[CH:8][C:7]([S:4]([CH:1]4[CH2:3][CH2:2]4)(=[O:6])=[O:5])=[CH:12][CH:11]=3)[CH2:14][CH:15]3[CH2:20][CH2:19][O:18][CH2:17][CH2:16]3)=[CH:22][CH:23]=2)=[CH:27][CH:28]=1)[OH:35])=[O:46])=[O:42])([CH3:39])([CH3:38])[CH3:37], predict the reactants needed to synthesize it. (6) The reactants are: Br[C:2]1[C:7]([O:8][CH2:9][CH2:10][OH:11])=[CH:6][CH:5]=[CH:4][N:3]=1.[CH3:12][O-:13].[Na+]. Given the product [OH:11][CH2:10][CH2:9][O:8][C:7]1[C:2]([O:13][CH3:12])=[N:3][CH:4]=[CH:5][CH:6]=1, predict the reactants needed to synthesize it. (7) Given the product [CH:1]([N:14]1[CH:19]=[C:18]([C:28]2[CH:29]=[CH:30][C:25]([C:24]([F:35])([F:34])[F:23])=[CH:26][CH:27]=2)[C:17](=[O:21])[NH:16][C:15]1=[O:22])([C:8]1[CH:13]=[CH:12][CH:11]=[CH:10][CH:9]=1)[C:2]1[CH:7]=[CH:6][CH:5]=[CH:4][CH:3]=1, predict the reactants needed to synthesize it. The reactants are: [CH:1]([N:14]1[CH:19]=[C:18](I)[C:17](=[O:21])[NH:16][C:15]1=[O:22])([C:8]1[CH:13]=[CH:12][CH:11]=[CH:10][CH:9]=1)[C:2]1[CH:7]=[CH:6][CH:5]=[CH:4][CH:3]=1.[F:23][C:24]([F:35])([F:34])[C:25]1[CH:30]=[CH:29][C:28](B(O)O)=[CH:27][CH:26]=1.